Dataset: Catalyst prediction with 721,799 reactions and 888 catalyst types from USPTO. Task: Predict which catalyst facilitates the given reaction. (1) Reactant: Br[C:2]1[C:7]2=[CH:8][N:9]([C:11]3[C:16]([F:17])=[CH:15][CH:14]=[CH:13][C:12]=3[Cl:18])[N:10]=[C:6]2[C:5]([F:19])=[CH:4][N:3]=1.[NH2:20][C:21]1[CH:26]=[C:25]([CH3:27])[N:24]=[C:23]([CH3:28])[N:22]=1.CC1(C)C2C(=C(P(C3C=CC=CC=3)C3C=CC=CC=3)C=CC=2)OC2C(P(C3C=CC=CC=3)C3C=CC=CC=3)=CC=CC1=2.C(=O)([O-])[O-].[Cs+].[Cs+]. Product: [ClH:18].[Cl:18][C:12]1[CH:13]=[CH:14][CH:15]=[C:16]([F:17])[C:11]=1[N:9]1[CH:8]=[C:7]2[C:2]([NH:20][C:21]3[CH:26]=[C:25]([CH3:27])[N:24]=[C:23]([CH3:28])[N:22]=3)=[N:3][CH:4]=[C:5]([F:19])[C:6]2=[N:10]1. The catalyst class is: 62. (2) Reactant: [F:1][C:2]([F:38])([CH:8](OC(SC)=S)[C:9]1[CH:14]=[CH:13][C:12]([C:15]2[CH:20]=[C:19]([NH:21][C:22]3[N:27]=[C:26]([C:28]([F:31])([F:30])[F:29])[CH:25]=[CH:24][N:23]=3)[CH:18]=[C:17]([CH3:32])[CH:16]=2)=[CH:11][N:10]=1)[C:3]([O:5][CH2:6][CH3:7])=[O:4].C1(P(=O)C2C=CC=CC=2)C=CC=CC=1.C(OOC(C)(C)C)(C)(C)C. Product: [F:38][C:2]([F:1])([CH2:8][C:9]1[CH:14]=[CH:13][C:12]([C:15]2[CH:20]=[C:19]([NH:21][C:22]3[N:27]=[C:26]([C:28]([F:29])([F:30])[F:31])[CH:25]=[CH:24][N:23]=3)[CH:18]=[C:17]([CH3:32])[CH:16]=2)=[CH:11][N:10]=1)[C:3]([O:5][CH2:6][CH3:7])=[O:4]. The catalyst class is: 12. (3) Reactant: [O:1]=[C:2]1[CH:18](C(OC)=O)[C:17](=[O:23])[C:5]2([CH2:9][N:8]([C:10]([O:12][C:13]([CH3:16])([CH3:15])[CH3:14])=[O:11])[CH2:7][CH2:6]2)[CH2:4][NH:3]1. Product: [O:1]=[C:2]1[CH2:18][C:17](=[O:23])[C:5]2([CH2:9][N:8]([C:10]([O:12][C:13]([CH3:15])([CH3:16])[CH3:14])=[O:11])[CH2:7][CH2:6]2)[CH2:4][NH:3]1. The catalyst class is: 47. (4) Reactant: [CH2:1]([C:3]1[N:7]([C:8]2[C:9]([CH3:18])=[C:10]([CH:15]=[CH:16][CH:17]=2)[C:11](OC)=[O:12])[C:6]2[CH:19]=[C:20]([F:23])[CH:21]=[CH:22][C:5]=2[N:4]=1)[CH3:2].[H-].[Al+3].[Li+].[H-].[H-].[H-].O.O.O.O.O.O.O.O.O.O.[O-]S([O-])(=O)=O.[Na+].[Na+].C(OCC)(=O)C. Product: [CH2:1]([C:3]1[N:7]([C:8]2[C:9]([CH3:18])=[C:10]([CH2:11][OH:12])[CH:15]=[CH:16][CH:17]=2)[C:6]2[CH:19]=[C:20]([F:23])[CH:21]=[CH:22][C:5]=2[N:4]=1)[CH3:2]. The catalyst class is: 7.